This data is from Forward reaction prediction with 1.9M reactions from USPTO patents (1976-2016). The task is: Predict the product of the given reaction. (1) Given the reactants [C:1]([NH:4][C:5]1[CH:6]=[C:7]2[C:12](=[CH:13][C:14]=1[C:15]1[CH:16]=[N:17][N:18]([CH:20]3[CH2:22][CH2:21]3)[CH:19]=1)[N:11]([C:23]([O:25][CH:26]([CH3:28])[CH3:27])=[O:24])[CH2:10][C@H:9]([CH3:29])[N:8]2[C:30](=[O:32])[CH3:31])(=[O:3])C.[C:33](OC(=O)C)(=[O:35])C, predict the reaction product. The product is: [C:30]([N:8]1[C:7]2[C:12](=[CH:13][C:14]([C:15]3[CH:16]=[N:17][N:18]([CH:20]4[CH2:21][CH2:22]4)[CH:19]=3)=[C:5]([NH:4][C:1]([O:35][CH3:33])=[O:3])[CH:6]=2)[N:11]([C:23]([O:25][CH:26]([CH3:28])[CH3:27])=[O:24])[CH2:10][C@@H:9]1[CH3:29])(=[O:32])[CH3:31]. (2) Given the reactants [N-:1]([S:9]([C:12]([F:15])([F:14])[F:13])(=[O:11])=[O:10])[S:2]([C:5]([F:8])([F:7])[F:6])(=[O:4])=[O:3].[CH2:16]([N:18]1[CH:22]=[CH:21][N:20]=[CH:19]1)[CH3:17], predict the reaction product. The product is: [N-:1]([S:2]([C:5]([F:8])([F:6])[F:7])(=[O:4])=[O:3])[S:9]([C:12]([F:15])([F:14])[F:13])(=[O:11])=[O:10].[CH2:16]([N:18]1[CH:22]=[CH:21][N:20]=[CH:19]1)[CH3:17]. (3) Given the reactants Cl.[Br:2][C:3]1[CH:15]=[CH:14][C:6]([CH2:7][CH:8]2[CH2:13][CH2:12][NH:11][CH2:10][CH2:9]2)=[CH:5][C:4]=1[O:16][CH2:17][CH2:18][O:19][CH3:20], predict the reaction product. The product is: [Br:2][C:3]1[CH:15]=[CH:14][C:6]([CH2:7][CH:8]2[CH2:9][CH2:10][NH:11][CH2:12][CH2:13]2)=[CH:5][C:4]=1[O:16][CH2:17][CH2:18][O:19][CH3:20]. (4) Given the reactants [CH3:1][C:2](N(C1OC2C=CC=CC=2N=1)[C@H](C(O)=O)CC1C=CC(OCCCC(OCC)=O)=CC=1)([CH3:4])[CH3:3].[O:35]1[C:39]2[CH:40]=[CH:41][CH:42]=[CH:43][C:38]=2[N:37]=[C:36]1[NH:44][C@H:45]([C:66]([OH:68])=[O:67])[CH2:46][C:47]1[CH:52]=[CH:51][C:50]([O:53][CH2:54][CH2:55][CH2:56][C:57](=[O:65])[NH:58][C:59]2[NH:60][CH2:61][CH2:62][CH2:63][N:64]=2)=[CH:49][CH:48]=1.NC1NCCCN=1, predict the reaction product. The product is: [O:35]1[C:39]2[CH:40]=[CH:41][CH:42]=[CH:43][C:38]=2[N:37]=[C:36]1[NH:44][C@H:45]([C:66]([O:68][C:2]([CH3:4])([CH3:3])[CH3:1])=[O:67])[CH2:46][C:47]1[CH:48]=[CH:49][C:50]([O:53][CH2:54][CH2:55][CH2:56][C:57](=[O:65])[NH:58][C:59]2[NH:60][CH2:61][CH2:62][CH2:63][N:64]=2)=[CH:51][CH:52]=1. (5) The product is: [F:25][C:26]1[CH:27]=[C:28]([NH:37][C:38]([C@@H:40]2[N:49]([C:75]([C@@H:73]3[CH2:74][C@H:71]([C:69]([O:68][CH2:61][C:62]4[CH:63]=[CH:64][CH:65]=[CH:66][CH:67]=4)=[O:70])[CH2:72]3)=[O:76])[CH2:48][CH2:47][C:46]3[N:45]=[C:44]([O:50][CH3:51])[CH:43]=[CH:42][C:41]2=3)=[O:39])[CH:29]=[C:30]2[C:34]=1[C:33]([CH3:35])([CH3:36])[CH2:32][CH2:31]2. Given the reactants CN(C(ON1N=NC2C=CC=NC1=2)=[N+](C)C)C.F[P-](F)(F)(F)(F)F.[F:25][C:26]1[CH:27]=[C:28]([NH:37][C:38]([C@@H:40]2[NH:49][CH2:48][CH2:47][C:46]3[N:45]=[C:44]([O:50][CH3:51])[CH:43]=[CH:42][C:41]2=3)=[O:39])[CH:29]=[C:30]2[C:34]=1[C:33]([CH3:36])([CH3:35])[CH2:32][CH2:31]2.CCN(C(C)C)C(C)C.[CH2:61]([O:68][C:69]([C@@H:71]1[CH2:74][C@H:73]([C:75](O)=[O:76])[CH2:72]1)=[O:70])[C:62]1[CH:67]=[CH:66][CH:65]=[CH:64][CH:63]=1, predict the reaction product. (6) Given the reactants C[O:2][C:3]([C:5]1([NH:10][S:11]([C:14]2[CH:19]=[CH:18][CH:17]=[C:16]([Cl:20])[C:15]=2[CH3:21])(=[O:13])=[O:12])[CH2:9][CH2:8][CH2:7][CH2:6]1)=[O:4].C1COCC1.CO.O[Li].O, predict the reaction product. The product is: [Cl:20][C:16]1[C:15]([CH3:21])=[C:14]([S:11]([NH:10][C:5]2([C:3]([OH:4])=[O:2])[CH2:9][CH2:8][CH2:7][CH2:6]2)(=[O:13])=[O:12])[CH:19]=[CH:18][CH:17]=1.